This data is from Full USPTO retrosynthesis dataset with 1.9M reactions from patents (1976-2016). The task is: Predict the reactants needed to synthesize the given product. Given the product [Cl:38][C:24]1[C:25]([NH:27][C:28]2[CH:37]=[CH:36][CH:35]=[CH:34][C:29]=2[C:30]([NH:32][CH3:33])=[O:31])=[N:26][C:21]([NH:1][C:2]2[CH:19]=[CH:18][C:5]3[CH2:6][CH2:7][N:8]([CH2:11][C@@H:12]([OH:17])[C:13]([F:16])([F:14])[F:15])[CH2:9][CH2:10][C:4]=3[CH:3]=2)=[N:22][CH:23]=1, predict the reactants needed to synthesize it. The reactants are: [NH2:1][C:2]1[CH:19]=[CH:18][C:5]2[CH2:6][CH2:7][N:8]([CH2:11][C@@H:12]([OH:17])[C:13]([F:16])([F:15])[F:14])[CH2:9][CH2:10][C:4]=2[CH:3]=1.Cl[C:21]1[N:26]=[C:25]([NH:27][C:28]2[CH:37]=[CH:36][CH:35]=[CH:34][C:29]=2[C:30]([NH:32][CH3:33])=[O:31])[C:24]([Cl:38])=[CH:23][N:22]=1.Cl.C(=O)([O-])[O-].